From a dataset of Peptide-MHC class II binding affinity with 134,281 pairs from IEDB. Regression. Given a peptide amino acid sequence and an MHC pseudo amino acid sequence, predict their binding affinity value. This is MHC class II binding data. (1) The peptide sequence is HLGKLELDFNYCEGT. The MHC is DRB1_0404 with pseudo-sequence DRB1_0404. The binding affinity (normalized) is 0.276. (2) The peptide sequence is ACPGTSVIIDGNCDGKK. The MHC is HLA-DQA10201-DQB10301 with pseudo-sequence HLA-DQA10201-DQB10301. The binding affinity (normalized) is 0.628. (3) The MHC is DRB1_0901 with pseudo-sequence DRB1_0901. The binding affinity (normalized) is 0.413. The peptide sequence is LQSLWANFYELLADA. (4) The peptide sequence is GAYFVSSGKYEGGNI. The MHC is HLA-DQA10501-DQB10201 with pseudo-sequence HLA-DQA10501-DQB10201. The binding affinity (normalized) is 0.0167. (5) The peptide sequence is KAAVAAAASVPAADK. The MHC is HLA-DQA10104-DQB10503 with pseudo-sequence HLA-DQA10104-DQB10503. The binding affinity (normalized) is 0.160. (6) The peptide sequence is EEGLMQNCNQMHASYLFQQD. The MHC is HLA-DQA10301-DQB10302 with pseudo-sequence HLA-DQA10301-DQB10302. The binding affinity (normalized) is 0.